From a dataset of Retrosynthesis with 50K atom-mapped reactions and 10 reaction types from USPTO. Predict the reactants needed to synthesize the given product. (1) Given the product CCOc1ccc(Br)c(CC(=O)O)c1, predict the reactants needed to synthesize it. The reactants are: CCOc1ccc(Br)c(CC(=O)OC)c1. (2) Given the product O=C(CBr)Nc1c(C(F)(F)F)cc(OCc2ccccc2)cc1C(F)(F)F, predict the reactants needed to synthesize it. The reactants are: Nc1c(C(F)(F)F)cc(OCc2ccccc2)cc1C(F)(F)F.O=C(Br)CBr. (3) Given the product CN(C(=O)OC(C)(C)C)c1cc(F)c(F)cc1Br, predict the reactants needed to synthesize it. The reactants are: CC(C)(C)OC(=O)Nc1cc(F)c(F)cc1Br.CI. (4) The reactants are: COc1cccc(CNC(=O)c2nc3cccc(F)c3c(=O)[nH]2)c1.O=C(O)c1ccc(CCO)cc1. Given the product COc1cccc(CNC(=O)c2nc3cccc(OCCc4ccc(C(=O)O)cc4)c3c(=O)[nH]2)c1, predict the reactants needed to synthesize it. (5) The reactants are: CC(=O)N(C)c1ccc2c(c1)nc(C(F)(F)F)n2CC1CCOCC1. Given the product CNc1ccc2c(c1)nc(C(F)(F)F)n2CC1CCOCC1, predict the reactants needed to synthesize it. (6) Given the product Cn1c(-c2ccccc2C(F)(F)F)nnc1C(C)(C)Oc1ccc(Cl)cc1C(=O)NCC(=O)NC1CC1, predict the reactants needed to synthesize it. The reactants are: CCOC(=O)CNC(=O)c1cc(Cl)ccc1OC(C)(C)c1nnc(-c2ccccc2C(F)(F)F)n1C.NC1CC1. (7) Given the product CS(=O)(=O)NCCCCC(=O)Nc1nc2c(s1)CCCc1ccc(F)cc1-2, predict the reactants needed to synthesize it. The reactants are: CS(=O)(=O)Cl.NCCCCC(=O)Nc1nc2c(s1)CCCc1ccc(F)cc1-2. (8) Given the product COC(=O)c1[nH]ccc1-c1ccc(N)cc1, predict the reactants needed to synthesize it. The reactants are: COC(=O)c1[nH]ccc1-c1ccc([N+](=O)[O-])cc1. (9) Given the product COC(=O)[C@@H]1C[C@@H](S(=O)(=O)c2ccc(O[C@@H](C)C(F)(F)F)cc2Cl)CN1C(=O)C1(c2ccc(Cl)cc2)CC1, predict the reactants needed to synthesize it. The reactants are: COC(=O)[C@@H]1C[C@@H](S(=O)(=O)c2ccc(F)cc2Cl)CN1C(=O)C1(c2ccc(Cl)cc2)CC1.C[C@@H](O)C(F)(F)F.